This data is from Reaction yield outcomes from USPTO patents with 853,638 reactions. The task is: Predict the reaction yield, written as a fraction of the theoretical maximum amount of product (1.0 means a 100% yield; for example, 0.34 means a 34% yield). (1) The reactants are O[CH2:2][CH2:3][O:4]/[N:5]=[C:6](/[C:8]1[N:13]=[C:12]2[N:14]([CH2:17][C:18]3[CH:19]=[C:20]4[C:25](=[CH:26][CH:27]=3)[N:24]=[CH:23][CH:22]=[CH:21]4)[N:15]=[N:16][C:11]2=[N:10][CH:9]=1)\[CH3:7].C1(P(C2C=CC=CC=2)C2C=CC=CC=2)C=CC=CC=1.[C:47]1(=[O:57])[C:55]2[C:50](=[CH:51][CH:52]=[CH:53][CH:54]=2)[C:49](=[O:56])[NH:48]1.N(/C(OC(C)C)=O)=N\C(OC(C)C)=O. The catalyst is C1COCC1. The product is [N:24]1[C:25]2[C:20](=[CH:19][C:18]([CH2:17][N:14]3[C:12]4=[N:13][C:8](/[C:6](=[N:5]/[O:4][CH2:3][CH2:2][N:48]5[C:49](=[O:56])[C:50]6[C:55](=[CH:54][CH:53]=[CH:52][CH:51]=6)[C:47]5=[O:57])/[CH3:7])=[CH:9][N:10]=[C:11]4[N:16]=[N:15]3)=[CH:27][CH:26]=2)[CH:21]=[CH:22][CH:23]=1. The yield is 0.420. (2) The reactants are C[O:2][C:3]1[CH:11]=[C:10]([O:12][CH3:13])[C:9]([O:14][CH3:15])=[CH:8][C:4]=1[C:5]([OH:7])=[O:6].[Na+].[Br-].B(F)(F)F.CCOCC.[OH-].[Na+]. The catalyst is C(OCC)(=O)C.O. The product is [OH:2][C:3]1[CH:11]=[C:10]([O:12][CH3:13])[C:9]([O:14][CH3:15])=[CH:8][C:4]=1[C:5]([OH:7])=[O:6]. The yield is 0.910. (3) The reactants are [CH3:1][O:2][C:3]1[CH:8]=[C:7](/[CH:9]=[CH:10]/[C:11]2[CH:16]=[CH:15][CH:14]=[CH:13][CH:12]=2)[CH:6]=[CH:5][N:4]=1. The catalyst is CO. The product is [CH3:1][O:2][C:3]1[CH:8]=[C:7]([CH2:9][CH2:10][C:11]2[CH:16]=[CH:15][CH:14]=[CH:13][CH:12]=2)[CH:6]=[CH:5][N:4]=1. The yield is 0.980. (4) The reactants are CC1(C)CO[CH:5]([C:8]2[C:13]([O:14]COC)=[C:12]([O:18][CH3:19])[CH:11]=[CH:10][C:9]=2[NH:20][CH2:21][C@@H:22]([OH:33])[CH2:23][O:24][C:25]2[CH:30]=[CH:29][C:28]([CH3:31])=[CH:27][C:26]=2[CH3:32])OC1.Cl.[NH2:36][C:37]1[CH:38]=[C:39]2[C:43](=[CH:44][C:45]=1[NH2:46])[C:42](=[O:47])[N:41]([CH:48]1[CH2:53][CH2:52][N:51]([CH3:54])[CH2:50][CH2:49]1)[CH2:40]2.CC(O)=O. The catalyst is C1COCC1.CCO. The product is [CH3:32][C:26]1[CH:27]=[C:28]([CH3:31])[CH:29]=[CH:30][C:25]=1[O:24][CH2:23][C@H:22]([OH:33])[CH2:21][NH:20][C:9]1[C:8]([C:5]2[NH:46][C:45]3[C:37](=[CH:38][C:39]4[CH2:40][N:41]([CH:48]5[CH2:53][CH2:52][N:51]([CH3:54])[CH2:50][CH2:49]5)[C:42](=[O:47])[C:43]=4[CH:44]=3)[N:36]=2)=[C:13]([OH:14])[C:12]([O:18][CH3:19])=[CH:11][CH:10]=1. The yield is 0.100. (5) The reactants are [CH3:1][O:2][C:3]1[CH:4]=[C:5]([NH:11][C:12]2[CH:20]=[CH:19][CH:18]=[C:14]([C:15]([OH:17])=O)[C:13]=2[C:21]([OH:23])=O)[CH:6]=[CH:7][C:8]=1[O:9][CH3:10].Cl.[NH2:25][CH:26]1[CH2:32][CH2:31][C:30](=[O:33])[NH:29][C:27]1=[O:28]. The catalyst is N1C=CC=CC=1. The product is [O:28]=[C:27]1[CH:26]([N:25]2[C:21](=[O:23])[C:13]3[C:14](=[CH:18][CH:19]=[CH:20][C:12]=3[NH:11][C:5]3[CH:6]=[CH:7][C:8]([O:9][CH3:10])=[C:3]([O:2][CH3:1])[CH:4]=3)[C:15]2=[O:17])[CH2:32][CH2:31][C:30](=[O:33])[NH:29]1. The yield is 0.850. (6) The reactants are Cl[C:2]1[N:7]=[CH:6][C:5]([S:8]([NH:11][C:12]2[CH:21]=[CH:20][C:15]([C:16]([O:18][CH3:19])=[O:17])=[C:14]([OH:22])[CH:13]=2)(=[O:10])=[O:9])=[CH:4][C:3]=1[C:23]1[CH:28]=[CH:27][CH:26]=[C:25]([O:29][CH3:30])[C:24]=1[F:31].[H][H]. The catalyst is CO.[Pd]. The product is [F:31][C:24]1[C:25]([O:29][CH3:30])=[CH:26][CH:27]=[CH:28][C:23]=1[C:3]1[CH:4]=[C:5]([S:8]([NH:11][C:12]2[CH:21]=[CH:20][C:15]([C:16]([O:18][CH3:19])=[O:17])=[C:14]([OH:22])[CH:13]=2)(=[O:9])=[O:10])[CH:6]=[N:7][CH:2]=1. The yield is 0.0600. (7) The reactants are [C:1]([C:4]1[CH:5]=[C:6]([OH:14])[CH:7]=[C:8]([C:10]([F:13])([F:12])[F:11])[CH:9]=1)([CH3:3])=[CH2:2].[H][H]. The catalyst is CO.CCOC(C)=O.[Pd]. The product is [CH:1]([C:4]1[CH:5]=[C:6]([OH:14])[CH:7]=[C:8]([C:10]([F:12])([F:13])[F:11])[CH:9]=1)([CH3:3])[CH3:2]. The yield is 0.990. (8) The reactants are [Cl:1][C:2]1[CH:3]=[C:4]([NH:9][C:10]2[C:11]3[CH2:18][C:17](=[O:19])[NH:16][C:12]=3[N:13]=[CH:14][N:15]=2)[CH:5]=[CH:6][C:7]=1[F:8].[CH3:20][C:21]1[C:25]([CH2:26][CH2:27][C:28](=[O:34])[N:29]2[CH2:33][CH2:32][CH2:31][CH2:30]2)=[C:24]([CH3:35])[NH:23][C:22]=1[CH:36]=O. The catalyst is N1CCCCC1.C(O)C. The product is [Cl:1][C:2]1[CH:3]=[C:4]([NH:9][C:10]2[C:11]3[C:18](=[CH:36][C:22]4[NH:23][C:24]([CH3:35])=[C:25]([CH2:26][CH2:27][C:28](=[O:34])[N:29]5[CH2:33][CH2:32][CH2:31][CH2:30]5)[C:21]=4[CH3:20])[C:17](=[O:19])[NH:16][C:12]=3[N:13]=[CH:14][N:15]=2)[CH:5]=[CH:6][C:7]=1[F:8]. The yield is 0.510. (9) The reactants are Br[C:2]1[CH:7]=[CH:6][C:5]([C:8](=[O:20])[CH2:9][CH2:10][C:11](=[O:19])[CH2:12][CH2:13][C:14]([O:16][CH2:17][CH3:18])=[O:15])=[CH:4][CH:3]=1.[O:21]1[CH2:25][CH2:24][NH:23][C:22]1=[O:26].N1CCC[C@H]1C(O)=O.C([O-])([O-])=O.[K+].[K+]. The catalyst is O1CCOCC1.[Cu]I. The product is [O:19]=[C:11]([CH2:10][CH2:9][C:8](=[O:20])[C:5]1[CH:6]=[CH:7][C:2]([N:23]2[CH2:24][CH2:25][O:21][C:22]2=[O:26])=[CH:3][CH:4]=1)[CH2:12][CH2:13][C:14]([O:16][CH2:17][CH3:18])=[O:15]. The yield is 0.100. (10) The reactants are [Li]CCCC.Br[C:7]1[CH:8]=[N:9][CH:10]=[CH:11][CH:12]=1.[C:13]([N:18]=[C:19]=[S:20])(=[O:17])[O:14][CH2:15][CH3:16].[Cl-].[NH4+]. The catalyst is CCOCC.C1COCC1. The product is [N:9]1[CH:10]=[CH:11][CH:12]=[C:7]([C:19]([NH:18][C:13](=[O:17])[O:14][CH2:15][CH3:16])=[S:20])[CH:8]=1. The yield is 0.165.